This data is from Full USPTO retrosynthesis dataset with 1.9M reactions from patents (1976-2016). The task is: Predict the reactants needed to synthesize the given product. (1) The reactants are: Br[C:2]1[C:10]2[C:5](=[CH:6][CH:7]=[C:8]([N+:11]([O-:13])=[O:12])[CH:9]=2)[N:4]([C:14]([C:27]2[CH:32]=[CH:31][CH:30]=[CH:29][CH:28]=2)([C:21]2[CH:26]=[CH:25][CH:24]=[CH:23][CH:22]=2)[C:15]2[CH:20]=[CH:19][CH:18]=[CH:17][CH:16]=2)[N:3]=1.[N:33]1[CH:38]=[CH:37][C:36](B(O)O)=[CH:35][CH:34]=1.C(=O)([O-])[O-].[Na+].[Na+]. Given the product [N+:11]([C:8]1[CH:9]=[C:10]2[C:5](=[CH:6][CH:7]=1)[N:4]([C:14]([C:27]1[CH:32]=[CH:31][CH:30]=[CH:29][CH:28]=1)([C:21]1[CH:22]=[CH:23][CH:24]=[CH:25][CH:26]=1)[C:15]1[CH:20]=[CH:19][CH:18]=[CH:17][CH:16]=1)[N:3]=[C:2]2[C:36]1[CH:37]=[CH:38][N:33]=[CH:34][CH:35]=1)([O-:13])=[O:12], predict the reactants needed to synthesize it. (2) Given the product [Br:8][C:9]1[CH:10]=[C:11]([CH:14]=[CH:15][CH:16]=1)[CH2:12][N:5]1[CH2:6][CH2:7][N:2]([CH3:1])[CH2:3][CH2:4]1, predict the reactants needed to synthesize it. The reactants are: [CH3:1][N:2]1[CH2:7][CH2:6][NH:5][CH2:4][CH2:3]1.[Br:8][C:9]1[CH:10]=[C:11]([CH:14]=[CH:15][CH:16]=1)[CH2:12]Br. (3) Given the product [CH2:36]([O:37][C:38]1[C:39](=[O:44])[C:40](=[O:41])[C:42]=1[NH:27][C:5]1[CH:4]=[N:3][N:2]([CH3:1])[C:6]=1[NH:7][C:8]([C:15]1[CH:16]=[CH:17][CH:18]=[CH:19][CH:20]=1)([C:9]1[CH:10]=[CH:11][CH:12]=[CH:13][CH:14]=1)[C:21]1[CH:26]=[CH:25][CH:24]=[CH:23][CH:22]=1)[CH3:35], predict the reactants needed to synthesize it. The reactants are: [CH3:1][N:2]1[C:6]([NH:7][C:8]([C:21]2[CH:26]=[CH:25][CH:24]=[CH:23][CH:22]=2)([C:15]2[CH:20]=[CH:19][CH:18]=[CH:17][CH:16]=2)[C:9]2[CH:14]=[CH:13][CH:12]=[CH:11][CH:10]=2)=[C:5]([NH2:27])[CH:4]=[N:3]1.C(N(CC)CC)C.[CH3:35][CH2:36][O:37][C:38]1[C:42](=O)[C:40](=[O:41])[C:39]=1[O:44]CC.C(OCC)(=O)C. (4) Given the product [Cl:12][C:9]1[CH:10]=[C:11]2[C:6](=[CH:7][CH:8]=1)[N:5]=[CH:4][CH:3]=[C:2]2[N:20]1[CH2:25][CH2:24][NH:23][CH2:22][CH2:21]1, predict the reactants needed to synthesize it. The reactants are: Cl[C:2]1[C:11]2[C:6](=[CH:7][CH:8]=[C:9]([Cl:12])[CH:10]=2)[N:5]=[CH:4][CH:3]=1.C(OC([N:20]1[CH2:25][CH2:24][NH:23][CH2:22][CH2:21]1)=O)(C)(C)C.FC(F)(F)C(O)=O. (5) Given the product [ClH:33].[F:1][C:2]1[CH:3]=[C:4]([C:23]2[CH:24]=[CH:25][C:26]([S:29]([CH3:32])(=[O:30])=[O:31])=[CH:27][CH:28]=2)[CH:5]=[CH:6][C:7]=1[O:8][CH2:9][CH:10]1[CH2:15][CH2:14][NH:13][CH2:12][CH2:11]1, predict the reactants needed to synthesize it. The reactants are: [F:1][C:2]1[CH:3]=[C:4]([C:23]2[CH:28]=[CH:27][C:26]([S:29]([CH3:32])(=[O:31])=[O:30])=[CH:25][CH:24]=2)[CH:5]=[CH:6][C:7]=1[O:8][CH2:9][CH:10]1[CH2:15][CH2:14][N:13](C(OC(C)(C)C)=O)[CH2:12][CH2:11]1.[ClH:33]. (6) Given the product [C:13]([O:17][C:18](=[O:32])[N:19]([CH2:20][CH3:21])[CH2:22][CH2:23][O:24][C:25]1[CH:26]=[CH:27][C:28]([N:31]=[C:1]=[S:2])=[CH:29][CH:30]=1)([CH3:14])([CH3:15])[CH3:16], predict the reactants needed to synthesize it. The reactants are: [C:1](N1C=CN=C1)(N1C=CN=C1)=[S:2].[C:13]([O:17][C:18](=[O:32])[N:19]([CH2:22][CH2:23][O:24][C:25]1[CH:30]=[CH:29][C:28]([NH2:31])=[CH:27][CH:26]=1)[CH2:20][CH3:21])([CH3:16])([CH3:15])[CH3:14]. (7) The reactants are: [S:1]1(=[O:17])(=[O:16])[NH:7][CH2:6][CH2:5][O:4][C:3]2[CH:8]=[CH:9][C:10]([C:12]([O:14][CH3:15])=[O:13])=[CH:11][C:2]1=2.CN(C=O)C.[H-].[Na+].Br[CH2:26][C:27]1[CH:32]=[CH:31][CH:30]=[CH:29][CH:28]=1. Given the product [CH2:26]([N:7]1[CH2:6][CH2:5][O:4][C:3]2[CH:8]=[CH:9][C:10]([C:12]([O:14][CH3:15])=[O:13])=[CH:11][C:2]=2[S:1]1(=[O:17])=[O:16])[C:27]1[CH:32]=[CH:31][CH:30]=[CH:29][CH:28]=1, predict the reactants needed to synthesize it.